This data is from Retrosynthesis with 50K atom-mapped reactions and 10 reaction types from USPTO. The task is: Predict the reactants needed to synthesize the given product. Given the product COC(=O)c1cc(Cl)cc(NC2CCC2)c1C, predict the reactants needed to synthesize it. The reactants are: COC(=O)c1cc(Cl)cc(N)c1C.O=C1CCC1.